The task is: Predict the product of the given reaction.. This data is from Forward reaction prediction with 1.9M reactions from USPTO patents (1976-2016). (1) Given the reactants Cl.[C:2]([O:6][C:7](=[O:17])[C@H:8]([CH2:10][C:11]1[CH:16]=[CH:15][CH:14]=[CH:13][CH:12]=1)[NH2:9])([CH3:5])([CH3:4])[CH3:3].C(N(CC)CC)C, predict the reaction product. The product is: [C:2]([O:6][C:7](=[O:17])[C@H:8]([CH2:10][C:11]1[CH:16]=[CH:15][CH:14]=[CH:13][CH:12]=1)[NH2:9])([CH3:5])([CH3:3])[CH3:4]. (2) Given the reactants Br[C:2]1[C:3]([O:17][CH2:18][CH:19]2[CH2:21][CH2:20]2)=[CH:4][C:5]([C:8]2[N:12]=[C:11]([C:13]([CH3:16])([CH3:15])[CH3:14])[O:10][N:9]=2)=[N:6][CH:7]=1.C(O)(=O)C(O)=O.[NH:28]1[C:31]2([CH2:34][O:33][CH2:32]2)[CH2:30][CH2:29]1.[NH:28]1[C:31]2([CH2:34][O:33][CH2:32]2)[CH2:30][CH2:29]1, predict the reaction product. The product is: [C:13]([C:11]1[O:10][N:9]=[C:8]([C:5]2[N:6]=[CH:7][C:2]([N:28]3[C:31]4([CH2:34][O:33][CH2:32]4)[CH2:30][CH2:29]3)=[C:3]([O:17][CH2:18][CH:19]3[CH2:21][CH2:20]3)[CH:4]=2)[N:12]=1)([CH3:16])([CH3:15])[CH3:14]. (3) Given the reactants Cl[C:2]1[N:3]=[C:4]([N:15]2[CH2:20][CH2:19][O:18][CH2:17][CH2:16]2)[C:5]2[CH2:10][N:9]([C:11]([O:13][CH3:14])=[O:12])[CH2:8][C:6]=2[N:7]=1.[CH2:21]([NH:23][C:24]([NH:26][C:27]1[CH:32]=[CH:31][C:30](B2OC(C)(C)C(C)(C)O2)=[C:29]([F:42])[CH:28]=1)=[O:25])[CH3:22], predict the reaction product. The product is: [CH2:21]([NH:23][C:24](=[O:25])[NH:26][C:27]1[CH:32]=[CH:31][C:30]([C:2]2[N:3]=[C:4]([N:15]3[CH2:20][CH2:19][O:18][CH2:17][CH2:16]3)[C:5]3[CH2:10][N:9]([C:11]([O:13][CH3:14])=[O:12])[CH2:8][C:6]=3[N:7]=2)=[C:29]([F:42])[CH:28]=1)[CH3:22].